Dataset: Full USPTO retrosynthesis dataset with 1.9M reactions from patents (1976-2016). Task: Predict the reactants needed to synthesize the given product. (1) Given the product [C:1]([C:5]1[O:9][N:8]=[C:7]([C:10]2[CH:15]=[C:14]([O:28][CH2:27][CH:22]3[CH2:23][CH2:24][CH2:25][CH2:26][N:21]3[CH3:20])[C:13]([CH:17]3[CH2:19][CH2:18]3)=[CH:12][N:11]=2)[N:6]=1)([CH3:4])([CH3:3])[CH3:2], predict the reactants needed to synthesize it. The reactants are: [C:1]([C:5]1[O:9][N:8]=[C:7]([C:10]2[CH:15]=[C:14](Cl)[C:13]([CH:17]3[CH2:19][CH2:18]3)=[CH:12][N:11]=2)[N:6]=1)([CH3:4])([CH3:3])[CH3:2].[CH3:20][N:21]1[CH2:26][CH2:25][CH2:24][CH2:23][CH:22]1[CH2:27][OH:28]. (2) Given the product [CH:18]1([CH2:21][CH2:22][NH:23][C:24]([C:26]2[N:27]=[N:28][C:29]([N:14]3[CH2:15][CH:12]([C:10](=[O:11])[NH:9][C:4]4[CH:5]=[CH:6][CH:7]=[CH:8][C:3]=4[C:2]([F:1])([F:16])[F:17])[CH2:13]3)=[CH:30][CH:31]=2)=[O:25])[CH2:20][CH2:19]1, predict the reactants needed to synthesize it. The reactants are: [F:1][C:2]([F:17])([F:16])[C:3]1[CH:8]=[CH:7][CH:6]=[CH:5][C:4]=1[NH:9][C:10]([CH:12]1[CH2:15][NH:14][CH2:13]1)=[O:11].[CH:18]1([CH2:21][CH2:22][NH:23][C:24]([C:26]2[N:27]=[N:28][C:29](Cl)=[CH:30][CH:31]=2)=[O:25])[CH2:20][CH2:19]1. (3) Given the product [BrH:1].[Cl:20][C:17]1[CH:18]=[CH:19][C:14]2[N:15]([CH:2]=[C:3]([C:4]([C:6]3[CH:11]=[CH:10][CH:9]=[CH:8][CH:7]=3)=[O:5])[N:13]=2)[CH:16]=1, predict the reactants needed to synthesize it. The reactants are: [Br:1][CH2:2][C:3](=O)[C:4]([C:6]1[CH:11]=[CH:10][CH:9]=[CH:8][CH:7]=1)=[O:5].[NH2:13][C:14]1[CH:19]=[CH:18][C:17]([Cl:20])=[CH:16][N:15]=1. (4) Given the product [CH2:25]([N:22]1[C:12]2=[N:13][C:14]([CH3:21])=[C:15]([C:16]([O:18][CH2:19][CH3:20])=[O:17])[C:10]([NH:2][CH:3]3[CH2:8][CH2:7][O:6][CH2:5][CH2:4]3)=[C:11]2[CH:24]=[N:23]1)[CH3:26], predict the reactants needed to synthesize it. The reactants are: Cl.[NH2:2][CH:3]1[CH2:8][CH2:7][O:6][CH2:5][CH2:4]1.Cl[C:10]1[C:15]([C:16]([O:18][CH2:19][CH3:20])=[O:17])=[C:14]([CH3:21])[N:13]=[C:12]2[N:22]([CH2:25][CH3:26])[N:23]=[CH:24][C:11]=12.CCN(C(C)C)C(C)C. (5) Given the product [CH2:11]([O:18][C:19]1[CH:26]=[CH:25][C:22]([C:23]2[NH:1][N:2]=[C:3]([C:5]3[CH:10]=[CH:9][CH:8]=[CH:7][N:6]=3)[N:4]=2)=[C:21]([OH:27])[CH:20]=1)[C:12]1[CH:13]=[CH:14][CH:15]=[CH:16][CH:17]=1, predict the reactants needed to synthesize it. The reactants are: [NH2:1][NH:2][C:3]([C:5]1[CH:10]=[CH:9][CH:8]=[CH:7][N:6]=1)=[NH:4].[CH2:11]([O:18][C:19]1[CH:26]=[CH:25][C:22]([CH:23]=O)=[C:21]([OH:27])[CH:20]=1)[C:12]1[CH:17]=[CH:16][CH:15]=[CH:14][CH:13]=1. (6) Given the product [F:1][C:2]1[CH:3]=[C:4]([CH:10]=[C:11]([I:18])[CH:12]=1)[C:5]([O:7][CH2:8][CH3:9])=[O:6], predict the reactants needed to synthesize it. The reactants are: [F:1][C:2]1[CH:3]=[C:4]([CH:10]=[C:11](N)[CH:12]=1)[C:5]([O:7][CH2:8][CH3:9])=[O:6].N([O-])=O.[Na+].[I-:18].[K+]. (7) Given the product [Br:1][C:2]1[CH:7]=[C:6]([F:8])[CH:5]=[CH:4][C:3]=1[N:9]([C:22]([O:24][CH2:25][CH3:26])=[O:23])[S:10]([CH2:13][CH3:14])(=[O:12])=[O:11], predict the reactants needed to synthesize it. The reactants are: [Br:1][C:2]1[CH:7]=[C:6]([F:8])[CH:5]=[CH:4][C:3]=1[NH:9][S:10]([CH2:13][CH3:14])(=[O:12])=[O:11].N1C=CC=CC=1.Cl[C:22]([O:24][CH2:25][CH3:26])=[O:23].O.